The task is: Binary Classification. Given a T-cell receptor sequence (or CDR3 region) and an epitope sequence, predict whether binding occurs between them.. This data is from TCR-epitope binding with 47,182 pairs between 192 epitopes and 23,139 TCRs. The epitope is NLWNTFTRL. The TCR CDR3 sequence is CATSDPIRASSHEQFF. Result: 0 (the TCR does not bind to the epitope).